Task: Regression. Given a target protein amino acid sequence and a drug SMILES string, predict the binding affinity score between them. We predict pIC50 (pIC50 = -log10(IC50 in M); higher means more potent). Dataset: bindingdb_ic50.. Dataset: Drug-target binding data from BindingDB using IC50 measurements (1) The drug is N#CCN(CCCCN1CCN(c2ccc(F)cc2)CC1)C(=O)OCc1ccccc1. The target protein sequence is MCSLITQLCDAGQLADYVGLGWLNAVSSQPYLVQALGLQPPPRRVDVDAAFRDAEGLHGHQPWVATPLPGRTVRALFIGINYYGTSAALSGCCNDVKQMLATLQKKGLPINEAVILVDEDNFPGRTDQPTRDNIVRYMAWLVKDAKPGDVLFFHYSGHGTQCKSRGDSDEKYDQCIAPVDFQKSGCIVDDDIHKLLFSRLPEKVRLTAVFDCCHSGSIMDLPFTYVCSGGEQASGTPHMKRIREGNDVLGDVMMISGCADEQTSADVKNTATFGTGSTGAGGAATQCITCMLMNNQSLSYGKLLIETRDMLKRKGFKQVPQLSASKAIDLDQTFSLTEMFSVDRSVQ. The pIC50 is 4.0. (2) The drug is O=[N+]([O-])c1cccc2cn[nH]c12. The target protein sequence is MGNLKSVAQEPGPPCGLGLGLGLGLCGKQGPATPAPEPSRAPASLLPPAPEHSPPSSPLTQPPEGPKFPRVKNWEVGSITYDTLSAQAQQDGPCTPRRCLGSLVFPRKLQGRPSPGPPAPEQLLSQARDFINQYYSSIKRSGSQAHEQRLQEVEAEVAATGTYQLRESELVFGAKQAWRNAPRCVGRIQWGKLQVFDARDCRSAQEMFTYICNHIKYATNRGNLRSAITVFPQRCPGRGDFRIWNSQLVRYAGYRQQDGSVRGDPANVEITELCIQHGWTPGNGRFDVLPLLLQAPDEPPELFLLPPELVLEVPLEHPTLEWFAALGLRWYALPAVSNMLLEIGGLEFPAAPFSGWYMSTEIGTRNLCDPHRYNILEDVAVCMDLDTRTTSSLWKDKAAVEINVAVLHSYQLAKVTIVDHHAATASFMKHLENEQKARGGCPADWAWIVPPISGSLTPVFHQEMVNYFLSPAFRYQPDPWKGSAAKGTGITRKKTFKEVA.... The pIC50 is 4.4.